From a dataset of Forward reaction prediction with 1.9M reactions from USPTO patents (1976-2016). Predict the product of the given reaction. (1) Given the reactants C(N(CC)CC)C.[Cl-].[Br:9][C:10]1[CH:19]=[C:18]2[C:13]([C:14]([OH:21])=[C:15]([NH3+:20])[CH:16]=[N:17]2)=[CH:12][CH:11]=1.[C:22]([O:25][CH2:26][C:27](Cl)=[O:28])(=[O:24])[CH3:23], predict the reaction product. The product is: [C:22]([O:25][CH2:26][C:27]([NH:20][C:15]1[CH:16]=[N:17][C:18]2[C:13]([C:14]=1[OH:21])=[CH:12][CH:11]=[C:10]([Br:9])[CH:19]=2)=[O:28])(=[O:24])[CH3:23]. (2) Given the reactants [F:1][C:2]([F:26])([F:25])[CH2:3][NH:4][C:5]([C:7]1([CH2:20][CH2:21][CH2:22][CH2:23]Br)[C:19]2[CH:18]=[CH:17][CH:16]=[CH:15][C:14]=2[C:13]2[C:8]1=[CH:9][CH:10]=[CH:11][CH:12]=2)=[O:6].[CH3:27][CH:28]1[CH2:33][NH:32][CH2:31][CH2:30][N:29]1[C:34]1[CH:43]=[CH:42][C:41]2[C:36](=[CH:37][CH:38]=[CH:39][CH:40]=2)[N:35]=1, predict the reaction product. The product is: [F:1][C:2]([F:26])([F:25])[CH2:3][NH:4][C:5]([C:7]1([CH2:20][CH2:21][CH2:22][CH2:23][N:32]2[CH2:31][CH2:30][N:29]([C:34]3[CH:43]=[CH:42][C:41]4[C:36](=[CH:37][CH:38]=[CH:39][CH:40]=4)[N:35]=3)[CH:28]([CH3:27])[CH2:33]2)[C:19]2[CH:18]=[CH:17][CH:16]=[CH:15][C:14]=2[C:13]2[C:8]1=[CH:9][CH:10]=[CH:11][CH:12]=2)=[O:6]. (3) Given the reactants [Cl:1][C:2]1[CH:10]=[C:9]2[C:5]([C@H:6]([C:19]3[CH:24]=[CH:23][CH:22]=[CH:21][CH:20]=3)[CH2:7][C@H:8]2[N:11]2[CH2:16][CH2:15][NH:14][C:13]([CH3:18])([CH3:17])[CH2:12]2)=[CH:4][CH:3]=1.[C:25]([OH:34])(=[O:33])[C@H:26]([C@@H:28]([C:30]([OH:32])=[O:31])[OH:29])[OH:27], predict the reaction product. The product is: [Cl:1][C:2]1[CH:10]=[C:9]2[C:5]([CH:6]([C:19]3[CH:20]=[CH:21][CH:22]=[CH:23][CH:24]=3)[CH2:7][CH:8]2[N:11]2[CH2:16][CH2:15][NH:14][C:13]([CH3:18])([CH3:17])[CH2:12]2)=[CH:4][CH:3]=1.[C:25]([OH:34])(=[O:33])[C@H:26]([C@@H:28]([C:30]([OH:32])=[O:31])[OH:29])[OH:27].